This data is from Catalyst prediction with 721,799 reactions and 888 catalyst types from USPTO. The task is: Predict which catalyst facilitates the given reaction. (1) Reactant: CC([O:4]C(/N=N/C(OC(C)C)=O)=O)C.OCCC1N=CSC=1C.[C:24]1([P:30]([C:37]2[CH:42]=[CH:41][CH:40]=[CH:39][CH:38]=2)[C:31]2[CH:36]=[CH:35][CH:34]=[CH:33][CH:32]=2)[CH:29]=[CH:28][CH:27]=[CH:26][CH:25]=1. The catalyst class is: 1. Product: [C:37]1([P:30](=[O:4])([C:24]2[CH:25]=[CH:26][CH:27]=[CH:28][CH:29]=2)[C:31]2[CH:36]=[CH:35][CH:34]=[CH:33][CH:32]=2)[CH:38]=[CH:39][CH:40]=[CH:41][CH:42]=1. (2) Reactant: [CH2:1]([Zn]CC)[CH3:2].[CH3:6]CCCCC.F[C:13](F)(F)[C:14]([OH:16])=[O:15].ICI.C=[C:23]([CH2:37]CC)[CH2:24][CH2:25][CH:26]([C:32]([O:34][CH2:35][CH3:36])=[O:33])C(OCC)=O. Product: [CH2:1]([O:16][C:14]([CH2:13][CH2:6][C:24]1([CH2:25][CH2:26][C:32]([O:34][CH2:35][CH3:36])=[O:33])[CH2:23][CH2:37]1)=[O:15])[CH3:2]. The catalyst class is: 4. (3) Reactant: [N:1]1[C:10]2[C:5](=[CH:6][CH:7]=[CH:8][CH:9]=2)[N:4]=[CH:3][C:2]=1[C:11]1[CH:12]=[C:13]([NH2:17])[CH:14]=[CH:15][CH:16]=1.C(N(C(C)C)CC)(C)C.[Cl:27][CH:28]([Cl:32])[C:29](Cl)=[O:30]. Product: [Cl:27][CH:28]([Cl:32])[C:29]([NH:17][C:13]1[CH:14]=[CH:15][CH:16]=[C:11]([C:2]2[CH:3]=[N:4][C:5]3[C:10](=[CH:9][CH:8]=[CH:7][CH:6]=3)[N:1]=2)[CH:12]=1)=[O:30]. The catalyst class is: 56. (4) Reactant: Cl.[F:2][C:3]1([F:14])[CH2:7][NH:6][C@H:5]([CH2:8][CH:9]([CH3:13])[C:10]([OH:12])=[O:11])[CH2:4]1.Br[CH2:16][C:17]1[NH:22][C:21]([C:23]2[S:24][CH:25]=[CH:26][N:27]=2)=[N:20][C@@H:19]([C:28]2[CH:33]=[CH:32][C:31]([Cl:34])=[CH:30][C:29]=2[Cl:35])[C:18]=1[C:36]([O:38][CH2:39][CH3:40])=[O:37].C(=O)([O-])[O-].[K+].[K+]. Product: [Cl:35][C:29]1[CH:30]=[C:31]([Cl:34])[CH:32]=[CH:33][C:28]=1[C@@H:19]1[N:20]=[C:21]([C:23]2[S:24][CH:25]=[CH:26][N:27]=2)[NH:22][C:17]([CH2:16][N:6]2[CH2:7][C:3]([F:2])([F:14])[CH2:4][C@H:5]2[CH2:8][CH:9]([CH3:13])[C:10]([OH:12])=[O:11])=[C:18]1[C:36]([O:38][CH2:39][CH3:40])=[O:37]. The catalyst class is: 8. (5) Reactant: [Cl:1][C:2]1[CH:10]=[CH:9][C:5]([C:6]([OH:8])=[O:7])=[CH:4][N:3]=1.[CH3:11][O:12][C:13](=[O:20])[CH2:14][C:15](=[O:19])[CH:16](Br)[CH3:17].C(N(CC)CC)C. Product: [CH3:11][O:12][C:13]([CH2:14][C:15](=[O:19])[CH:16]([O:7][C:6](=[O:8])[C:5]1[CH:9]=[CH:10][C:2]([Cl:1])=[N:3][CH:4]=1)[CH3:17])=[O:20]. The catalyst class is: 21. (6) Reactant: [NH2:1][C:2]1[CH:3]=[C:4]([CH:27]=[CH:28][C:29]=1[C:30]#[N:31])[CH2:5][N:6]1[C:11](=[O:12])[CH2:10][N:9]([CH2:13][C:14]2[NH:15][C:16]3[C:21]([CH:22]=2)=[CH:20][C:19]([Cl:23])=[CH:18][CH:17]=3)[CH2:8][CH:7]1[C:24]([OH:26])=[O:25].[N:32]1C=NC=N[CH:33]=1.CC(O)=O. Product: [NH2:31][C:30]1[C:29]2[C:2](=[CH:3][C:4]([CH2:5][N:6]3[C:11](=[O:12])[CH2:10][N:9]([CH2:13][C:14]4[NH:15][C:16]5[C:21]([CH:22]=4)=[CH:20][C:19]([Cl:23])=[CH:18][CH:17]=5)[CH2:8][CH:7]3[C:24]([OH:26])=[O:25])=[CH:27][CH:28]=2)[N:1]=[CH:33][N:32]=1. The catalyst class is: 14. (7) Reactant: [CH2:1]([N:4]1[CH2:9][CH2:8][CH2:7][CH2:6][CH:5]1[CH2:10][CH2:11]O)[CH2:2][CH3:3].S(Cl)([Cl:15])=O. Product: [Cl:15][CH2:11][CH2:10][CH:5]1[CH2:6][CH2:7][CH2:8][CH2:9][N:4]1[CH2:1][CH2:2][CH3:3]. The catalyst class is: 4. (8) Reactant: Br[C:2]1[CH:11]=[CH:10][C:9]2[C:4](=[CH:5][CH:6]=[C:7]([O:12][CH2:13][CH2:14][CH:15](C)C)[CH:8]=2)[CH:3]=1.[CH2:18]([Li])CCC.C[O:24][B:25](OC)[O:26]C.[Cl-].[NH4+]. Product: [CH2:13]([O:12][C:7]1[CH:8]=[C:9]2[C:4](=[CH:5][CH:6]=1)[CH:3]=[C:2]([B:25]([OH:26])[OH:24])[CH:11]=[CH:10]2)[CH:14]([CH3:15])[CH3:18]. The catalyst class is: 20. (9) Reactant: [N+:1]([C:4]1[CH:9]=[C:8]([C:10]([F:13])([F:12])[F:11])[CH:7]=[CH:6][C:5]=1[NH:14][C:15]1[S:19][C:18]2[CH:20]=[CH:21][CH:22]=[CH:23][C:17]=2[C:16]=1[C:24]#[N:25])([O-])=O.[Sn](Cl)[Cl:27]. Product: [ClH:27].[F:11][C:10]([F:13])([F:12])[C:8]1[CH:7]=[CH:6][C:5]2[NH:14][C:15]3[S:19][C:18]4[CH:20]=[CH:21][CH:22]=[CH:23][C:17]=4[C:16]=3[C:24]([NH2:25])=[N:1][C:4]=2[CH:9]=1. The catalyst class is: 361. (10) Reactant: B(Br)(Br)Br.[Cl:5][C:6]1[C:7]([NH:14][CH2:15][C:16]2[CH:21]=[CH:20][C:19]([O:22]C)=[C:18]([CH3:24])[CH:17]=2)=[N:8][C:9]([CH3:13])=[N:10][C:11]=1[CH3:12].CO. Product: [Cl:5][C:6]1[C:7]([NH:14][CH2:15][C:16]2[CH:21]=[CH:20][C:19]([OH:22])=[C:18]([CH3:24])[CH:17]=2)=[N:8][C:9]([CH3:13])=[N:10][C:11]=1[CH3:12]. The catalyst class is: 4.